This data is from Experimentally validated miRNA-target interactions with 360,000+ pairs, plus equal number of negative samples. The task is: Binary Classification. Given a miRNA mature sequence and a target amino acid sequence, predict their likelihood of interaction. The miRNA is hsa-miR-376a-3p with sequence AUCAUAGAGGAAAAUCCACGU. The protein sequence of the target gene is MPLEMEPKMSKLVFGCQRSSTSDDDSGCALEEYAWVPPGLRPEQIQLYFACLPEEKVPYVNSPGEKHRIKQLLYQLPPHDNEVRYCQSLSEEEKKELQVFSAQRKKEALGRGTIKLLSRAVMHAVCEQCGLQMNGGEVAVFASRAGPGVCWHPSCFVCFTCNELLVDLIYFYQDGKIHCGRHHAELLKPRCSACDEIIFADECTEAEGRHWHMKHFCCLECETVLGGQRYIMKDGRPFCCGCFESLYAEYCETCGEHIGVDHAQMTYDGQHWHATEACFSCAQCKASLLGCPFLPKQGQI.... Result: 0 (no interaction).